From a dataset of Full USPTO retrosynthesis dataset with 1.9M reactions from patents (1976-2016). Predict the reactants needed to synthesize the given product. Given the product [F:10][C:11]1[CH:16]=[CH:15][CH:14]=[CH:13][C:12]=1[CH2:17][C:18]1[C:2]2[C:3](=[CH:4][CH:5]=[CH:6][CH:7]=2)[NH:8][N:9]=1, predict the reactants needed to synthesize it. The reactants are: I[C:2]1[CH:7]=[CH:6][CH:5]=[CH:4][C:3]=1[NH:8][NH2:9].[F:10][C:11]1[CH:16]=[CH:15][CH:14]=[CH:13][C:12]=1[C:17]#[CH:18].C(N(CC)CC)C.C1C=CC=CC=1.